Dataset: Peptide-MHC class II binding affinity with 134,281 pairs from IEDB. Task: Regression. Given a peptide amino acid sequence and an MHC pseudo amino acid sequence, predict their binding affinity value. This is MHC class II binding data. (1) The peptide sequence is TLSVTFIGAAPLILSY. The MHC is H-2-IAb with pseudo-sequence H-2-IAb. The binding affinity (normalized) is 0.789. (2) The MHC is DRB3_0202 with pseudo-sequence DRB3_0202. The peptide sequence is LKLTSGKIASCLNDN. The binding affinity (normalized) is 0.169. (3) The peptide sequence is KNIPQPVRALLEGFL. The MHC is H-2-IAb with pseudo-sequence YSYFLASGGQVVHVLYFGYTYHDIRTETVHGPHT. The binding affinity (normalized) is 0.193. (4) The peptide sequence is ERIFKRFDTNGDGKI. The MHC is DRB1_1201 with pseudo-sequence DRB1_1201. The binding affinity (normalized) is 0.208. (5) The peptide sequence is ATATATSAVGAPTGA. The MHC is DRB1_0401 with pseudo-sequence DRB1_0401. The binding affinity (normalized) is 0.235. (6) The peptide sequence is SSKVTITDTTIGTGD. The MHC is DRB1_0901 with pseudo-sequence DRB1_0901. The binding affinity (normalized) is 0.0666. (7) The peptide sequence is RTEQKDFDGRSEFAY. The MHC is HLA-DPA10103-DPB10201 with pseudo-sequence HLA-DPA10103-DPB10201. The binding affinity (normalized) is 0.297. (8) The peptide sequence is WTGGGSDKALAAATP. The MHC is HLA-DPA10103-DPB10401 with pseudo-sequence HLA-DPA10103-DPB10401. The binding affinity (normalized) is 0. (9) The peptide sequence is RHYLHTLWKAGILYK. The binding affinity (normalized) is 0.386. The MHC is DRB1_1302 with pseudo-sequence DRB1_1302.